Dataset: Reaction yield outcomes from USPTO patents with 853,638 reactions. Task: Predict the reaction yield, written as a fraction of the theoretical maximum amount of product (1.0 means a 100% yield; for example, 0.34 means a 34% yield). (1) The reactants are O1CCCC1.[NH2:6][C:7]1[C:15]([CH3:16])=[CH:14][C:13]([Br:17])=[CH:12][C:8]=1[C:9]([NH2:11])=O.C(N(CC)CC)C.FC(F)(F)C(OC(=O)C(F)(F)F)=O. The catalyst is C(OCC)(=O)C.O. The product is [NH2:6][C:7]1[C:15]([CH3:16])=[CH:14][C:13]([Br:17])=[CH:12][C:8]=1[C:9]#[N:11]. The yield is 0.450. (2) The reactants are [Cl:1][C:2]1[CH:3]=[C:4]2[C:9](=[CH:10][C:11]=1[O:12][C:13]1[CH:18]=[CH:17][C:16]([C:19](=[O:31])[NH:20][CH2:21][CH2:22][C:23]3[CH:28]=[C:27]([Cl:29])[CH:26]=[C:25]([Cl:30])[CH:24]=3)=[CH:15][CH:14]=1)[O:8][CH2:7][CH2:6][CH:5]2[C:32]([OH:34])=[O:33].C[O-].[Na+:37]. The catalyst is O1CCCC1. The product is [Cl:1][C:2]1[CH:3]=[C:4]2[C:9](=[CH:10][C:11]=1[O:12][C:13]1[CH:18]=[CH:17][C:16]([C:19](=[O:31])[NH:20][CH2:21][CH2:22][C:23]3[CH:24]=[C:25]([Cl:30])[CH:26]=[C:27]([Cl:29])[CH:28]=3)=[CH:15][CH:14]=1)[O:8][CH2:7][CH2:6][CH:5]2[C:32]([O-:34])=[O:33].[Na+:37]. The yield is 0.991.